From a dataset of Full USPTO retrosynthesis dataset with 1.9M reactions from patents (1976-2016). Predict the reactants needed to synthesize the given product. (1) The reactants are: Cl[C:2]1[CH:11]=[CH:10][N:9]=[C:8]2[C:3]=1[C:4]1[CH:16]=[CH:15][CH:14]=[CH:13][C:5]=1[C:6](=[O:12])[NH:7]2.[Cl:17][C:18]1[CH:24]=[CH:23][C:21]([NH2:22])=[CH:20][CH:19]=1. Given the product [Cl:17][C:18]1[CH:24]=[CH:23][C:21]([NH:22][C:2]2[CH:11]=[CH:10][N:9]=[C:8]3[C:3]=2[C:4]2[CH:16]=[CH:15][CH:14]=[CH:13][C:5]=2[C:6](=[O:12])[NH:7]3)=[CH:20][CH:19]=1, predict the reactants needed to synthesize it. (2) The reactants are: CS(C)=[O:3].[OH:5][CH2:6][C:7]1([O:16][CH2:15][C@@H:13]([OH:14])[C@@H:11]([OH:12])[C@@H:9]1[OH:10])[OH:8].[NH2:17][C@H:18]([C:24]([OH:26])=[O:25])[CH2:19][CH2:20][C:21](=[O:23])[OH:22]. Given the product [NH2:17][C@H:18]([C:24]([OH:26])=[O:25])[CH2:19][CH2:20][C:21](=[O:22])[OH:23].[OH:5][CH2:6][C:7]1([O:16][CH2:15][C@@H:13]([OH:14])[C@@H:11]([OH:12])[C@@H:9]1[OH:10])[OH:8].[OH:3][CH:15]1[O:16][C@H:7]([CH2:6][OH:5])[C@H:9]([OH:10])[C@H:11]([OH:12])[C@H:13]1[OH:14].[OH:22][CH:15]1[O:16][C@H:7]([CH2:6][OH:5])[C@@H:9]([OH:10])[C@H:11]([OH:12])[C@@H:13]1[OH:14], predict the reactants needed to synthesize it. (3) Given the product [CH2:1]([N:8]([CH2:9][CH2:10][N:11]1[C:24]2[CH:23]=[C:22]([Cl:25])[CH:21]=[CH:20][C:19]=2[S:18][C:17]2[C:12]1=[CH:13][CH:14]=[CH:15][CH:16]=2)[CH3:27])[C:2]1[CH:3]=[CH:4][CH:5]=[CH:6][CH:7]=1, predict the reactants needed to synthesize it. The reactants are: [CH2:1]([N:8]([CH3:27])[C:9](=O)[CH2:10][N:11]1[C:24]2[CH:23]=[C:22]([Cl:25])[CH:21]=[CH:20][C:19]=2[S:18][C:17]2[C:12]1=[CH:13][CH:14]=[CH:15][CH:16]=2)[C:2]1[CH:7]=[CH:6][CH:5]=[CH:4][CH:3]=1. (4) Given the product [ClH:37].[ClH:37].[ClH:37].[NH2:8][CH:9]([CH2:15][N:16]1[CH2:17][CH2:18][N:19]([C:22]2[C:23]3[CH:35]=[C:34]([CH3:36])[S:33][C:24]=3[NH:25][C:26]3[CH:32]=[CH:31][CH:30]=[CH:29][C:27]=3[N:28]=2)[CH2:20][CH2:21]1)[C:10]([O:12][CH2:13][CH3:14])=[O:11], predict the reactants needed to synthesize it. The reactants are: C([NH:8][CH:9]([CH2:15][N:16]1[CH2:21][CH2:20][N:19]([C:22]2[C:23]3[CH:35]=[C:34]([CH3:36])[S:33][C:24]=3[NH:25][C:26]3[CH:32]=[CH:31][CH:30]=[CH:29][C:27]=3[N:28]=2)[CH2:18][CH2:17]1)[C:10]([O:12][CH2:13][CH3:14])=[O:11])(OC(C)(C)C)=O.[ClH:37].C(O)C. (5) Given the product [C:1]([C:4]1[C:13]2[C:8](=[CH:9][C:10]([O:14][CH3:15])=[CH:11][CH:12]=2)[O:7][C:6](=[O:16])[CH:5]=1)(=[N:18][NH2:19])[CH3:2], predict the reactants needed to synthesize it. The reactants are: [C:1]([C:4]1[C:13]2[C:8](=[CH:9][C:10]([O:14][CH3:15])=[CH:11][CH:12]=2)[O:7][C:6](=[O:16])[CH:5]=1)(=O)[CH3:2].O.[NH2:18][NH2:19]. (6) Given the product [Br:1][C:2]1[CH:3]=[C:4]([CH:5]([OH:6])[CH2:12][C:11]#[N:13])[CH:7]=[CH:8][C:9]=1[F:10], predict the reactants needed to synthesize it. The reactants are: [Br:1][C:2]1[CH:3]=[C:4]([CH:7]=[CH:8][C:9]=1[F:10])[CH:5]=[O:6].[C:11](#[N:13])[CH3:12]. (7) Given the product [NH:49]1[C:35]2[C:36](=[CH:63][CH:64]=[C:33]([NH:32][C:10]3[N:19]=[CH:18][C:17]4[C:12](=[C:13]([CH3:23])[C:14]([C:20]([NH2:53])=[O:22])=[CH:15][CH:16]=4)[N:11]=3)[CH:34]=2)[CH:37]=[N:38]1, predict the reactants needed to synthesize it. The reactants are: N1C2C(=CC=C([C:10]3[N:19]=[CH:18][C:17]4[C:12](=[C:13]([CH3:23])[C:14]([C:20]([OH:22])=O)=[CH:15][CH:16]=4)[N:11]=3)C=2)C=N1.CN(C(O[N:32]1N=N[C:34]2[CH:35]=[CH:36][CH:37]=[N:38][C:33]1=2)=[N+](C)C)C.F[P-](F)(F)(F)(F)F.[Cl-].[NH4+:49].C([N:53](C(C)C)CC)(C)C.C(O[CH2:63][CH3:64])(=O)C.